This data is from Full USPTO retrosynthesis dataset with 1.9M reactions from patents (1976-2016). The task is: Predict the reactants needed to synthesize the given product. (1) Given the product [NH2:32][C:30](=[O:31])[CH2:29][O:27][CH2:26][C:23]1[N:22]=[C:21]([C@H:12]([CH2:11][CH2:10][CH2:9][CH:3]2[CH2:4][CH2:5][CH2:6][CH2:7][CH2:8]2)[CH2:13][C:14]([O:16][C:17]([CH3:20])([CH3:19])[CH3:18])=[O:15])[O:25][N:24]=1, predict the reactants needed to synthesize it. The reactants are: [H-].[Na+].[CH:3]1([CH2:9][CH2:10][CH2:11][C@@H:12]([C:21]2[O:25][N:24]=[C:23]([CH2:26][OH:27])[N:22]=2)[CH2:13][C:14]([O:16][C:17]([CH3:20])([CH3:19])[CH3:18])=[O:15])[CH2:8][CH2:7][CH2:6][CH2:5][CH2:4]1.Br[CH2:29][C:30]([NH2:32])=[O:31]. (2) Given the product [ClH:34].[F:1][C:2]1[CH:23]=[C:22]([C:24]2[CH:33]=[CH:32][C:27]3[N:28]([CH3:31])[CH:29]=[N:30][C:26]=3[CH:25]=2)[CH:21]=[CH:20][C:3]=1[C:4]([N:6]1[CH2:11][CH2:10][NH:9][C@@H:8]([CH3:19])[CH2:7]1)=[O:5], predict the reactants needed to synthesize it. The reactants are: [F:1][C:2]1[CH:23]=[C:22]([C:24]2[CH:33]=[CH:32][C:27]3[N:28]([CH3:31])[CH:29]=[N:30][C:26]=3[CH:25]=2)[CH:21]=[CH:20][C:3]=1[C:4]([N:6]1[CH2:11][CH2:10][N:9](C(OC(C)(C)C)=O)[C@@H:8]([CH3:19])[CH2:7]1)=[O:5].[ClH:34]. (3) Given the product [F:19][CH2:18][C@@H:17]1[CH2:16][O:15][C:14](=[O:20])[N:13]1[C:10]1[S:11][CH:12]=[C:8]([C:5]2[CH:6]=[CH:7][C:2]([C:21]#[N:22])=[CH:3][CH:4]=2)[N:9]=1, predict the reactants needed to synthesize it. The reactants are: Br[C:2]1[CH:7]=[CH:6][C:5]([C:8]2[N:9]=[C:10]([N:13]3[C@H:17]([CH2:18][F:19])[CH2:16][O:15][C:14]3=[O:20])[S:11][CH:12]=2)=[CH:4][CH:3]=1.[CH3:21][N:22](C)C=O. (4) Given the product [Cl:23][C:20]1[CH:21]=[CH:22][C:17]([C:16]2[C:10]3[CH2:9][N:8]([C:6](=[O:7])[C:6]([NH2:8])=[O:7])[CH2:13][CH2:12][C:11]=3[N:14]([CH2:25][CH2:26][CH2:27][N:14]3[CH2:25][CH2:53][O:56][CH2:10][CH2:11]3)[N:15]=2)=[CH:18][C:19]=1[C:21]#[C:22][C:17]1[CH:16]=[CH:62][C:61]([CH2:60][NH:43][CH2:44][C:45]2[CH:46]=[CH:47][C:48]([Cl:51])=[CH:49][CH:50]=2)=[CH:19][CH:18]=1, predict the reactants needed to synthesize it. The reactants are: C(O[C:6]([N:8]1[CH2:13][CH2:12][C:11]2[N:14]([CH2:25][CH2:26][CH2:27]O)[N:15]=[C:16]([C:17]3[CH:22]=[CH:21][C:20]([Cl:23])=[C:19](I)[CH:18]=3)[C:10]=2[CH2:9]1)=[O:7])(C)(C)C.C(OC(N1CCC2N[N:43]=[C:44]([C:45]3[CH:50]=[CH:49][C:48]([Cl:51])=[C:47](I)[CH:46]=3)C=2C1)=O)(C)(C)C.[C:53]([O-:56])([O-])=O.[Cs+].[Cs+].Br[CH2:60][CH2:61][CH2:62]O. (5) Given the product [C:1]([O:5][C:6]([N:8]([CH2:26][C:27]([O:29][C:30]([CH3:33])([CH3:32])[CH3:31])=[O:28])[C:9]1[CH:14]=[CH:13][CH:12]=[C:11]([CH:15]([CH2:47][C:44]2[CH:43]=[CH:42][C:41]([C:37]3[CH:38]=[CH:39][CH:40]=[C:35]([CH3:34])[CH:36]=3)=[CH:46][CH:45]=2)[NH:16][S:17]([C:20]2[CH:25]=[CH:24][CH:23]=[CH:22][N:21]=2)(=[O:19])=[O:18])[N:10]=1)=[O:7])([CH3:4])([CH3:3])[CH3:2], predict the reactants needed to synthesize it. The reactants are: [C:1]([O:5][C:6]([N:8]([CH2:26][C:27]([O:29][C:30]([CH3:33])([CH3:32])[CH3:31])=[O:28])[C:9]1[CH:14]=[CH:13][CH:12]=[C:11]([CH2:15][NH:16][S:17]([C:20]2[CH:25]=[CH:24][CH:23]=[CH:22][N:21]=2)(=[O:19])=[O:18])[N:10]=1)=[O:7])([CH3:4])([CH3:3])[CH3:2].[CH3:34][C:35]1[CH:36]=[C:37]([C:41]2[CH:46]=[CH:45][C:44]([CH2:47]O)=[CH:43][CH:42]=2)[CH:38]=[CH:39][CH:40]=1.C(C1C=C(C2C=CC(CO)=CC=2)C=CC=1)=CC.C(P(CCCC)CCCC)CCC.CN(C)C(N=NC(N(C)C)=O)=O. (6) Given the product [C:123]([C:122]1[CH:121]=[C:120]([C:63]2=[C:64]([CH:90]=[CH:91][C:92]3[C:100]([CH3:102])([CH3:101])[C:99]4[C:94](=[CH:95][CH:96]=[C:97]([S:103]([O-:106])(=[O:105])=[O:104])[CH:98]=4)[N+:93]=3[CH2:107][CH2:108][CH2:109][CH2:110][S:111]([O-:114])(=[O:113])=[O:112])[CH2:65][CH2:66]/[C:67]/2=[CH:68]\[CH:69]=[C:70]2/[C:71]([CH3:88])([CH3:89])[C:72]3[C:73](=[N:87]/2)[N:74]([CH2:79][CH2:80][CH2:81][CH2:82][S:83]([O-:86])(=[O:85])=[O:84])[CH:75]=[C:76]([Cl:78])[CH:77]=3)[CH:128]=[CH:127][CH:126]=1)([OH:125])=[O:124].[Na+:60].[Na+:60], predict the reactants needed to synthesize it. The reactants are: C(C1C=CC(C2/C(=C/C=C3/N(CCCS([O-])(=O)=O)C4C(C/3(C)C)=CC(S([O-])(=O)=O)=CC=4)/CCCC=2C=CC2C(C)(C)C3C(N=2)=[N+](CCCS([O-])(=O)=O)C=CC=3)=CC=1)(O)=O.[Na+:60].[Na+].Cl[C:63]1=[C:64]([CH:90]=[CH:91][C:92]2[C:100]([CH3:102])([CH3:101])[C:99]3[C:94](=[CH:95][CH:96]=[C:97]([S:103]([O-:106])(=[O:105])=[O:104])[CH:98]=3)[N+:93]=2[CH2:107][CH2:108][CH2:109][CH2:110][S:111]([O-:114])(=[O:113])=[O:112])[CH2:65][CH2:66]/[C:67]/1=[CH:68]\[CH:69]=[C:70]1/[C:71]([CH3:89])([CH3:88])[C:72]2[C:73](=[N:87]/1)[N:74]([CH2:79][CH2:80][CH2:81][CH2:82][S:83]([O-:86])(=[O:85])=[O:84])[CH:75]=[C:76]([Cl:78])[CH:77]=2.[Na+].[Na+].B([C:120]1[CH:121]=[C:122]([CH:126]=[CH:127][CH:128]=1)[C:123]([OH:125])=[O:124])(O)O. (7) Given the product [N+:7]([C:10]1[CH:15]=[CH:14][C:13]([CH2:16][CH2:17][OH:18])=[C:12]([CH2:20][CH2:21][OH:22])[CH:11]=1)([O-:9])=[O:8], predict the reactants needed to synthesize it. The reactants are: B.C1COCC1.[N+:7]([C:10]1[CH:15]=[CH:14][C:13]([CH2:16][C:17](O)=[O:18])=[C:12]([CH2:20][C:21](O)=[O:22])[CH:11]=1)([O-:9])=[O:8]. (8) Given the product [Cl:1][C:2]1[CH:3]=[CH:4][C:5]([N:16]2[CH:20]=[N:19][N:18]=[N:17]2)=[C:6]([C:8]2[N:9]=[CH:10][N:11]=[C:12]([OH:14])[CH:13]=2)[CH:7]=1, predict the reactants needed to synthesize it. The reactants are: [Cl:1][C:2]1[CH:3]=[CH:4][C:5]([N:16]2[CH:20]=[N:19][N:18]=[N:17]2)=[C:6]([C:8]2[CH:13]=[C:12]([O:14]C)[N:11]=[CH:10][N:9]=2)[CH:7]=1.[Na+].[I-].C[Si](Cl)(C)C. (9) Given the product [CH3:14][O:13][C:3]1[C:2]([C:20]#[C:19][Si:16]([CH3:18])([CH3:17])[CH3:15])=[C:7]([C:8]([F:11])([F:10])[F:9])[N:6]=[C:5]([CH3:12])[N:4]=1, predict the reactants needed to synthesize it. The reactants are: I[C:2]1[C:3]([O:13][CH3:14])=[N:4][C:5]([CH3:12])=[N:6][C:7]=1[C:8]([F:11])([F:10])[F:9].[CH3:15][Si:16]([C:19]#[CH:20])([CH3:18])[CH3:17].C(OC)(C)(C)C.